From a dataset of Catalyst prediction with 721,799 reactions and 888 catalyst types from USPTO. Predict which catalyst facilitates the given reaction. (1) Reactant: [F:1][C:2]([F:33])([F:32])[C:3]1[CH:4]=[CH:5][C:6]([O:24]CC2C=CC=CC=2)=[C:7]([C:9]2[N:10]([C:15]3[N:20]=[C:19]([C:21]([OH:23])=[O:22])[CH:18]=[CH:17][CH:16]=3)[C:11]([CH3:14])=[CH:12][CH:13]=2)[CH:8]=1.C([O-])=O.[NH4+]. Product: [F:33][C:2]([F:1])([F:32])[C:3]1[CH:4]=[CH:5][C:6]([OH:24])=[C:7]([C:9]2[N:10]([C:15]3[N:20]=[C:19]([C:21]([OH:23])=[O:22])[CH:18]=[CH:17][CH:16]=3)[C:11]([CH3:14])=[CH:12][CH:13]=2)[CH:8]=1. The catalyst class is: 29. (2) Reactant: C(OC([NH:11][C@:12]1([PH:20]([NH:22][C:23](=[O:31])[NH:24][C:25]2[CH:30]=[CH:29][CH:28]=[CH:27][CH:26]=2)=[O:21])[CH2:17][CH2:16][CH2:15][N:14]([NH2:18])[C:13]1=[O:19])=O)C1C=CC=CC=1. Product: [NH2:11][C:12]1([PH:20]([NH:22][C:23](=[O:31])[NH:24][C:25]2[CH:30]=[CH:29][CH:28]=[CH:27][CH:26]=2)=[O:21])[CH2:17][CH2:16][CH2:15][N:14]([NH2:18])[C:13]1=[O:19]. The catalyst class is: 29.